Dataset: Full USPTO retrosynthesis dataset with 1.9M reactions from patents (1976-2016). Task: Predict the reactants needed to synthesize the given product. (1) Given the product [C:31]([NH:1][C:2]1[CH:7]=[CH:6][C:5]([NH:8][C:9]([N:11]2[CH2:12][CH2:13][N:14]([C:17]3[C:26]4[C:21](=[CH:22][C:23]([O:29][CH3:30])=[C:24]([O:27][CH3:28])[CH:25]=4)[N:20]=[CH:19][N:18]=3)[CH2:15][CH2:16]2)=[O:10])=[CH:4][CH:3]=1)(=[O:33])[CH3:32], predict the reactants needed to synthesize it. The reactants are: [NH2:1][C:2]1[CH:7]=[CH:6][C:5]([NH:8][C:9]([N:11]2[CH2:16][CH2:15][N:14]([C:17]3[C:26]4[C:21](=[CH:22][C:23]([O:29][CH3:30])=[C:24]([O:27][CH3:28])[CH:25]=4)[N:20]=[CH:19][N:18]=3)[CH2:13][CH2:12]2)=[O:10])=[CH:4][CH:3]=1.[C:31](OC(=O)C)(=[O:33])[CH3:32].C(N(CC)CC)C.CO. (2) Given the product [ClH:1].[Cl:1][C:2]1[CH:3]=[C:4]([C:9]23[CH2:14][CH:13]2[CH2:12][CH2:11][CH:10]3[NH2:23])[CH:5]=[CH:6][C:7]=1[Cl:8].[ClH:25].[CH2:16]([O:15][CH2:10][CH3:11])[CH3:17], predict the reactants needed to synthesize it. The reactants are: [Cl:1][C:2]1[CH:3]=[C:4]([C:9]23[CH2:14][CH:13]2[CH2:12][CH2:11][C:10]3=[O:15])[CH:5]=[CH:6][C:7]=1[Cl:8].[C:16]([O-])(=O)[CH3:17].[NH4+].[BH3-]C#[N:23].[Na+].[ClH:25].C#N. (3) Given the product [S:1]1[CH:5]=[CH:4][C:3]([CH2:6][O:7][CH2:8][C:9]2[O:13][N:12]=[C:11]([C:14]([OH:16])=[O:15])[CH:10]=2)=[CH:2]1, predict the reactants needed to synthesize it. The reactants are: [S:1]1[CH:5]=[CH:4][C:3]([CH2:6][O:7][CH2:8][C:9]2[O:13][N:12]=[C:11]([C:14]([O:16]CC)=[O:15])[CH:10]=2)=[CH:2]1.[OH-].[Na+]. (4) Given the product [CH3:1][N:2]1[CH2:19][CH:18]2[CH:4]([C:5]3[CH:6]=[CH:7][CH:8]=[CH:9][C:10]=3[O:11][C:12]3[CH:13]=[CH:14][C:15]([Cl:20])=[CH:16][C:17]=32)[CH2:3]1, predict the reactants needed to synthesize it. The reactants are: [CH3:1][N:2]1[CH2:19][CH:18]2[CH:4]([C:5]3[CH:6]=[CH:7][CH:8]=[CH:9][C:10]=3[O:11][C:12]3[CH:13]=[CH:14][C:15]([Cl:20])=[CH:16][C:17]=32)[CH2:3]1.P([O-])([O-])([O-])=O.C(=O)(O)[O-].[Na+]. (5) Given the product [Cl:17][C:4]1[N:3]=[C:2]([NH:24][NH:23][C:21](=[O:22])[CH2:20][CH2:19][OH:18])[C:11]2[CH:10]=[CH:9][C:8]3[O:12][C:13]([F:16])([F:15])[O:14][C:7]=3[C:6]=2[N:5]=1, predict the reactants needed to synthesize it. The reactants are: Cl[C:2]1[C:11]2[CH:10]=[CH:9][C:8]3[O:12][C:13]([F:16])([F:15])[O:14][C:7]=3[C:6]=2[N:5]=[C:4]([Cl:17])[N:3]=1.[OH:18][CH2:19][CH2:20][C:21]([NH:23][NH2:24])=[O:22].C(N(CC)C(C)C)(C)C. (6) The reactants are: [Cl:1][C:2]1[N:7]=[CH:6][N:5]=[C:4]2[NH:8][N:9]=[CH:10][C:3]=12.[O:11]1[CH:16]=[CH:15][CH2:14][CH2:13][CH2:12]1.CC1C=CC(S(O)(=O)=O)=CC=1. Given the product [Cl:1][C:2]1[N:7]=[CH:6][N:5]=[C:4]2[N:8]([CH:12]3[CH2:13][CH2:14][CH2:15][CH2:16][O:11]3)[N:9]=[CH:10][C:3]=12, predict the reactants needed to synthesize it. (7) Given the product [CH2:9]([NH:11][CH2:7][C:5]1[CH:4]=[N:3][N:2]([CH3:1])[CH:6]=1)[CH3:10], predict the reactants needed to synthesize it. The reactants are: [CH3:1][N:2]1[CH:6]=[C:5]([CH:7]=O)[CH:4]=[N:3]1.[CH2:9]([NH2:11])[CH3:10].